Dataset: Forward reaction prediction with 1.9M reactions from USPTO patents (1976-2016). Task: Predict the product of the given reaction. (1) Given the reactants N([O-])=[O:2].[Na+].N[C:6]1[CH:11]=[CH:10][C:9]([C:12]2[O:16][C:15]([CH3:17])=[C:14]([C:18]([O:20][CH2:21][CH3:22])=[O:19])[CH:13]=2)=[CH:8][CH:7]=1, predict the reaction product. The product is: [OH:2][C:6]1[CH:11]=[CH:10][C:9]([C:12]2[O:16][C:15]([CH3:17])=[C:14]([C:18]([O:20][CH2:21][CH3:22])=[O:19])[CH:13]=2)=[CH:8][CH:7]=1. (2) Given the reactants [C:1](Cl)(=[O:6])[C:2]([CH3:5])([CH3:4])[CH3:3].[CH2:8]([CH:16]([CH2:19][CH2:20][CH2:21][CH2:22][CH2:23][CH2:24][CH2:25][CH2:26][CH2:27][CH3:28])[CH2:17][NH2:18])[CH2:9][CH2:10][CH2:11][CH2:12][CH2:13][CH2:14][CH3:15].C(N(CC)CC)C, predict the reaction product. The product is: [C:1]([NH:18][CH2:17][CH:16]([CH2:8][CH2:9][CH2:10][CH2:11][CH2:12][CH2:13][CH2:14][CH3:15])[CH2:19][CH2:20][CH2:21][CH2:22][CH2:23][CH2:24][CH2:25][CH2:26][CH2:27][CH3:28])(=[O:6])[C:2]([CH3:5])([CH3:4])[CH3:3]. (3) Given the reactants [C:1]1([C@@H:7]2[CH2:9][C@H:8]2[C:10](Cl)=[O:11])[CH:6]=[CH:5][CH:4]=[CH:3][CH:2]=1.[CH2:13]([O:15][CH2:16][C:17]1[N:18]([CH2:29][CH2:30][CH:31]2[CH2:36][CH2:35][NH:34][CH2:33][CH2:32]2)[C:19]2[C:24]([CH3:25])=[C:23]([CH3:26])[N:22]=[C:21]([NH2:27])[C:20]=2[N:28]=1)[CH3:14], predict the reaction product. The product is: [CH2:13]([O:15][CH2:16][C:17]1[N:18]([CH2:29][CH2:30][CH:31]2[CH2:32][CH2:33][N:34]([C:10]([C@@H:8]3[CH2:9][C@H:7]3[C:1]3[CH:6]=[CH:5][CH:4]=[CH:3][CH:2]=3)=[O:11])[CH2:35][CH2:36]2)[C:19]2[C:24]([CH3:25])=[C:23]([CH3:26])[N:22]=[C:21]([NH2:27])[C:20]=2[N:28]=1)[CH3:14]. (4) The product is: [F:16][C:17]([F:26])([F:25])[C:18]1[CH:23]=[CH:22][CH:21]=[CH:20][C:19]=1[O:1][CH:2]1[CH2:6][CH2:5][N:4]([C:7]2[S:8][C:9]([C:12]([O:14][CH3:15])=[O:13])=[CH:10][N:11]=2)[CH2:3]1. Given the reactants [OH:1][CH:2]1[CH2:6][CH2:5][N:4]([C:7]2[S:8][C:9]([C:12]([O:14][CH3:15])=[O:13])=[CH:10][N:11]=2)[CH2:3]1.[F:16][C:17]([F:26])([F:25])[C:18]1[CH:23]=[CH:22][CH:21]=[CH:20][C:19]=1O.C1(P(C2C=CC=CC=2)C2C=CC=CC=2)C=CC=CC=1.CCOC(/N=N/C(OCC)=O)=O, predict the reaction product. (5) Given the reactants [CH2:1]([NH:8][C:9]1[C:14]([C:15]([OH:17])=O)=[CH:13][N:12]=[C:11]([S:18](=[O:21])(=[O:20])[NH2:19])[C:10]=1[CH3:22])[C:2]1[CH:7]=[CH:6][CH:5]=[CH:4][CH:3]=1.[NH:23]1[CH2:28][CH2:27][C:26]2([C:32]3[CH:33]=[CH:34][CH:35]=[CH:36][C:31]=3[O:30][CH2:29]2)[CH2:25][CH2:24]1, predict the reaction product. The product is: [CH2:1]([NH:8][C:9]1[C:14]([C:15]([N:23]2[CH2:28][CH2:27][C:26]3([C:32]4[CH:33]=[CH:34][CH:35]=[CH:36][C:31]=4[O:30][CH2:29]3)[CH2:25][CH2:24]2)=[O:17])=[CH:13][N:12]=[C:11]([S:18]([NH2:19])(=[O:21])=[O:20])[C:10]=1[CH3:22])[C:2]1[CH:3]=[CH:4][CH:5]=[CH:6][CH:7]=1. (6) The product is: [Cl:1][C:2]1[CH:7]=[C:6]([Cl:8])[CH:5]=[CH:4][C:3]=1[N:9]1[C:14]2=[N:15][C:16]3[CH:21]=[CH:20][CH:19]=[C:18]([CH:22]([O:25][CH3:28])[CH2:23][CH3:24])[C:17]=3[N:13]2[CH2:12][CH2:11][CH2:10]1. Given the reactants [Cl:1][C:2]1[CH:7]=[C:6]([Cl:8])[CH:5]=[CH:4][C:3]=1[N:9]1[C:14]2=[N:15][C:16]3[CH:21]=[CH:20][CH:19]=[C:18]([CH:22]([OH:25])[CH2:23][CH3:24])[C:17]=3[N:13]2[CH2:12][CH2:11][CH2:10]1.[H-].[Na+].[CH3:28]I, predict the reaction product.